This data is from Catalyst prediction with 721,799 reactions and 888 catalyst types from USPTO. The task is: Predict which catalyst facilitates the given reaction. (1) Reactant: [N:1]1[C:9]2[C:4](=[N:5][CH:6]=[CH:7][CH:8]=2)[N:3]([CH2:10][C:11]2[CH:22]=[CH:21][C:14]3[N:15]=[C:16](S(C)=O)[S:17][C:13]=3[CH:12]=2)[CH:2]=1.CCN(C(C)C)C(C)C.[NH2:32][C@@H:33]1[CH2:38][CH2:37][CH2:36][CH2:35][C@H:34]1[OH:39]. Product: [N:1]1[C:9]2[C:4](=[N:5][CH:6]=[CH:7][CH:8]=2)[N:3]([CH2:10][C:11]2[CH:22]=[CH:21][C:14]3[N:15]=[C:16]([NH:32][C@@H:33]4[CH2:38][CH2:37][CH2:36][CH2:35][C@H:34]4[OH:39])[S:17][C:13]=3[CH:12]=2)[CH:2]=1. The catalyst class is: 474. (2) Reactant: [CH3:1][C:2]1[C:3]([NH2:9])=[N:4][C:5]([CH3:8])=[CH:6][N:7]=1.C(N(CC)C(C)C)(C)C.[F:19][CH:20]([F:29])[C:21](O[C:21](=[O:22])[CH:20]([F:29])[F:19])=[O:22]. Product: [F:19][CH:20]([F:29])[C:21]([NH:9][C:3]1[C:2]([CH3:1])=[N:7][CH:6]=[C:5]([CH3:8])[N:4]=1)=[O:22]. The catalyst class is: 4.